Dataset: Forward reaction prediction with 1.9M reactions from USPTO patents (1976-2016). Task: Predict the product of the given reaction. Given the reactants Cl.[OH:2][CH:3]1[CH2:6][NH:5][CH2:4]1.CCN(C(C)C)C(C)C.Cl[C:17]1[C:36]([C:37]2[NH:41][N:40]=[CH:39][CH:38]=2)=[CH:35][C:20]([C:21]([NH:23][C:24]2[CH:29]=[CH:28][C:27]([O:30][C:31]([Cl:34])([F:33])[F:32])=[CH:26][CH:25]=2)=[O:22])=[CH:19][N:18]=1.O, predict the reaction product. The product is: [Cl:34][C:31]([F:32])([F:33])[O:30][C:27]1[CH:26]=[CH:25][C:24]([NH:23][C:21](=[O:22])[C:20]2[CH:35]=[C:36]([C:37]3[NH:41][N:40]=[CH:39][CH:38]=3)[C:17]([N:5]3[CH2:6][CH:3]([OH:2])[CH2:4]3)=[N:18][CH:19]=2)=[CH:29][CH:28]=1.